The task is: Predict the reactants needed to synthesize the given product.. This data is from Full USPTO retrosynthesis dataset with 1.9M reactions from patents (1976-2016). (1) Given the product [CH2:12]([O:19][C:20]([N:22]1[CH2:27][CH2:26][CH2:25][C@H:24]([C:28]2[O:30][CH:7]=[C:6]([C:5]3[CH:10]=[CH:11][C:2]([F:1])=[CH:3][CH:4]=3)[N:29]=2)[CH2:23]1)=[O:21])[C:13]1[CH:14]=[CH:15][CH:16]=[CH:17][CH:18]=1, predict the reactants needed to synthesize it. The reactants are: [F:1][C:2]1[CH:11]=[CH:10][C:5]([C:6](=O)[CH2:7]Br)=[CH:4][CH:3]=1.[CH2:12]([O:19][C:20]([N:22]1[CH2:27][CH2:26][CH2:25][C@H:24]([C:28](=[O:30])[NH2:29])[CH2:23]1)=[O:21])[C:13]1[CH:18]=[CH:17][CH:16]=[CH:15][CH:14]=1.C(OCC)(=O)C. (2) Given the product [F:1][C:2]1[CH:7]=[CH:6][CH:5]=[CH:4][C:3]=1[N:8]1[C:16]2[C:11](=[C:12]([N:17]3[CH2:21][CH2:20][N:19]([CH2:26][C:27]([NH2:29])=[O:28])[C:18]3=[O:22])[CH:13]=[CH:14][CH:15]=2)[CH:10]=[N:9]1, predict the reactants needed to synthesize it. The reactants are: [F:1][C:2]1[CH:7]=[CH:6][CH:5]=[CH:4][C:3]=1[N:8]1[C:16]2[C:11](=[C:12]([N:17]3[CH2:21][CH2:20][NH:19][C:18]3=[O:22])[CH:13]=[CH:14][CH:15]=2)[CH:10]=[N:9]1.[H-].[Na+].I[CH2:26][C:27]([NH2:29])=[O:28]. (3) Given the product [Br:1][C:2]1[CH:7]=[CH:6][C:5]([NH:8][C:9](=[O:19])[N:10]([CH:12]2[CH2:13][CH2:14][CH:15]([O:18][Si:21]([C:24]([CH3:27])([CH3:26])[CH3:25])([CH3:23])[CH3:22])[CH2:16][CH2:17]2)[CH3:11])=[C:4]([F:20])[CH:3]=1, predict the reactants needed to synthesize it. The reactants are: [Br:1][C:2]1[CH:7]=[CH:6][C:5]([NH:8][C:9](=[O:19])[N:10]([C@H:12]2[CH2:17][CH2:16][C@@H:15]([OH:18])[CH2:14][CH2:13]2)[CH3:11])=[C:4]([F:20])[CH:3]=1.[Si:21](Cl)([C:24]([CH3:27])([CH3:26])[CH3:25])([CH3:23])[CH3:22].N1C=CN=C1.CN(C)C=O. (4) Given the product [C:1]([O:4][C:5]1[CH:6]=[C:7]2[C:12](=[CH:13][C:14]=1[O:15][CH3:16])[N:11]=[CH:10][N:9]=[C:8]2[NH:23][C:22]1[CH:24]=[CH:25][C:19]([F:18])=[CH:20][CH:21]=1)(=[O:3])[CH3:2], predict the reactants needed to synthesize it. The reactants are: [C:1]([O:4][C:5]1[CH:6]=[C:7]2[C:12](=[CH:13][C:14]=1[O:15][CH3:16])[N:11]=[CH:10][N:9]=[C:8]2Cl)(=[O:3])[CH3:2].[F:18][C:19]1[CH:25]=[CH:24][C:22]([NH2:23])=[CH:21][CH:20]=1. (5) Given the product [C:1]([C:3]1[CH:4]=[C:5]([NH:9][C:10]2[C:19]3[C:14](=[CH:15][CH:16]=[C:17]([S:20]([N:23]4[CH:27]=[CH:26][C:25]([CH:28]=[CH:29][C:30]([NH:40][O:39][CH:34]5[CH2:35][CH2:36][CH2:37][CH2:38][O:33]5)=[O:31])=[CH:24]4)(=[O:22])=[O:21])[CH:18]=3)[N:13]=[CH:12][N:11]=2)[CH:6]=[CH:7][CH:8]=1)#[CH:2], predict the reactants needed to synthesize it. The reactants are: [C:1]([C:3]1[CH:4]=[C:5]([NH:9][C:10]2[C:19]3[C:14](=[CH:15][CH:16]=[C:17]([S:20]([N:23]4[CH:27]=[CH:26][C:25]([CH:28]=[CH:29][C:30](O)=[O:31])=[CH:24]4)(=[O:22])=[O:21])[CH:18]=3)[N:13]=[CH:12][N:11]=2)[CH:6]=[CH:7][CH:8]=1)#[CH:2].[O:33]1[CH2:38][CH2:37][CH2:36][CH2:35][CH:34]1[O:39][NH2:40].F[P-](F)(F)(F)(F)F.N1(O[P+](N(C)C)(N(C)C)N(C)C)C2C=CC=CC=2N=N1.C(N(CC)CC)C. (6) Given the product [Br:12][CH2:1][C:2]1[C:10]2[O:9][CH2:8][C:7](=[O:11])[C:6]=2[CH:5]=[CH:4][CH:3]=1, predict the reactants needed to synthesize it. The reactants are: [CH3:1][C:2]1[C:10]2[O:9][CH2:8][C:7](=[O:11])[C:6]=2[CH:5]=[CH:4][CH:3]=1.[Br:12]N1C(=O)CCC1=O.C(OOC(=O)C1C=CC=CC=1)(=O)C1C=CC=CC=1. (7) Given the product [CH:23]([O:22][C:18]1[CH:17]=[C:16]([CH:21]=[CH:20][CH:19]=1)[O:15][C:11]1[CH:12]=[C:13]2[C:8](=[CH:9][CH:10]=1)[N:7]([C:26]1[CH:31]=[CH:30][C:29]([O:32][CH:33]([CH3:35])[CH3:34])=[CH:28][CH:27]=1)[C:6]([C:4]([OH:5])=[O:3])=[CH:14]2)([CH3:24])[CH3:25], predict the reactants needed to synthesize it. The reactants are: C([O:3][C:4]([C:6]1[N:7]([C:26]2[CH:31]=[CH:30][C:29]([O:32][CH:33]([CH3:35])[CH3:34])=[CH:28][CH:27]=2)[C:8]2[C:13]([CH:14]=1)=[CH:12][C:11]([O:15][C:16]1[CH:21]=[CH:20][CH:19]=[C:18]([O:22][CH:23]([CH3:25])[CH3:24])[CH:17]=1)=[CH:10][CH:9]=2)=[O:5])C.O1CCOCC1.[OH-].[Na+].Cl. (8) Given the product [C:1]([OH:6])(=[O:5])[C:2]([OH:4])=[O:3].[CH:16]1([C:12]2([CH2:7][CH2:8][CH2:9][CH2:10][CH3:11])[CH2:13][NH:14][CH2:15]2)[CH2:17][CH2:18][CH2:19][CH2:20][CH2:21]1, predict the reactants needed to synthesize it. The reactants are: [C:1]([OH:6])(=[O:5])[C:2]([OH:4])=[O:3].[CH2:7]([C:12]1([C:16]2[CH:21]=[CH:20][CH:19]=[CH:18][CH:17]=2)[CH2:15][NH:14][CH2:13]1)[CH2:8][CH2:9][CH2:10][CH3:11].